This data is from Reaction yield outcomes from USPTO patents with 853,638 reactions. The task is: Predict the reaction yield, written as a fraction of the theoretical maximum amount of product (1.0 means a 100% yield; for example, 0.34 means a 34% yield). (1) The reactants are Br[C:2]1[C:11]2[C:6](=[CH:7][CH:8]=[CH:9][CH:10]=2)[C:5]([Cl:12])=[N:4][CH:3]=1.[Li]CCCC.[CH:18]1[C:27]2[C:22](=[CH:23][CH:24]=[C:25](OS(C(F)(F)F)(=O)=O)[CH:26]=2)[CH:21]=[CH:20][N:19]=1. The catalyst is C1COCC1.[Zn+2].[Br-].[Br-]. The product is [Cl:12][C:5]1[C:6]2[C:11](=[CH:10][CH:9]=[CH:8][CH:7]=2)[C:2]([C:25]2[CH:26]=[C:27]3[C:22]([CH:21]=[CH:20][N:19]=[CH:18]3)=[CH:23][CH:24]=2)=[CH:3][N:4]=1. The yield is 0.940. (2) The reactants are [CH3:1][Mg]Br.[CH:4]([C:6]1[C:14]2[O:13][CH2:12][CH:11]([C:15]3[CH:20]=[CH:19][C:18]([CH:21]([CH3:23])[CH3:22])=[CH:17][CH:16]=3)[C:10]=2[C:9]([CH3:24])=[C:8]([NH:25][C:26](=[O:32])[CH2:27][C:28]([CH3:31])([CH3:30])[CH3:29])[C:7]=1[CH3:33])=[O:5]. The catalyst is O. The product is [OH:5][CH:4]([C:6]1[C:14]2[O:13][CH2:12][CH:11]([C:15]3[CH:20]=[CH:19][C:18]([CH:21]([CH3:23])[CH3:22])=[CH:17][CH:16]=3)[C:10]=2[C:9]([CH3:24])=[C:8]([NH:25][C:26](=[O:32])[CH2:27][C:28]([CH3:31])([CH3:30])[CH3:29])[C:7]=1[CH3:33])[CH3:1]. The yield is 0.190.